This data is from Full USPTO retrosynthesis dataset with 1.9M reactions from patents (1976-2016). The task is: Predict the reactants needed to synthesize the given product. (1) Given the product [ClH:1].[NH2:21][C:22]1[CH:23]=[C:24]([CH:27]=[C:28]([NH:30][C:2]2[N:11]=[C:10]([N:12]3[CH2:16][CH2:15][C@H:14]([NH:17][CH2:18][CH3:19])[CH2:13]3)[C:9]3[C:4](=[CH:5][C:6]([Cl:20])=[CH:7][CH:8]=3)[N:3]=2)[CH:29]=1)[C:25]#[N:26], predict the reactants needed to synthesize it. The reactants are: [Cl:1][C:2]1[N:11]=[C:10]([N:12]2[CH2:16][CH2:15][C@H:14]([NH:17][CH2:18][CH3:19])[CH2:13]2)[C:9]2[C:4](=[CH:5][C:6]([Cl:20])=[CH:7][CH:8]=2)[N:3]=1.[NH2:21][C:22]1[CH:23]=[C:24]([CH:27]=[C:28]([NH2:30])[CH:29]=1)[C:25]#[N:26]. (2) Given the product [C:29]([C:28]1[CH:31]=[C:24]([CH:25]=[CH:26][C:27]=1[CH:32]1[CH2:37][CH2:36][CH2:35][CH2:34][CH2:33]1)[CH2:23][O:1][C:2]1[CH:10]=[CH:9][C:8]2[N:7]3[CH2:11][CH2:12][CH:13]([CH2:14][C:15]([O:17][C:18]([CH3:21])([CH3:20])[CH3:19])=[O:16])[C:6]3=[CH:5][C:4]=2[CH:3]=1)#[N:30], predict the reactants needed to synthesize it. The reactants are: [OH:1][C:2]1[CH:10]=[CH:9][C:8]2[N:7]3[CH2:11][CH2:12][CH:13]([CH2:14][C:15]([O:17][C:18]([CH3:21])([CH3:20])[CH3:19])=[O:16])[C:6]3=[CH:5][C:4]=2[CH:3]=1.Cl[CH2:23][C:24]1[CH:25]=[CH:26][C:27]([CH:32]2[CH2:37][CH2:36][CH2:35][CH2:34][CH2:33]2)=[C:28]([CH:31]=1)[C:29]#[N:30].C(=O)([O-])[O-].[Cs+].[Cs+]. (3) Given the product [Cl:37][C:34]1[CH:35]=[CH:36][C:31](/[CH:30]=[CH:29]/[C:26]2[O:27][CH:28]=[C:24]([CH2:23][O:19][C:16]3[CH:15]=[CH:14][C:13]([CH2:12][CH2:11][CH2:10][CH2:9][N:5]4[CH:6]=[CH:7][N:8]=[C:4]4[CH2:3][CH2:2][OH:1])=[CH:18][CH:17]=3)[N:25]=2)=[CH:32][CH:33]=1, predict the reactants needed to synthesize it. The reactants are: [OH:1][CH2:2][CH2:3][C:4]1[N:5]([CH2:9][CH2:10][CH2:11][CH2:12][C:13]2[CH:18]=[CH:17][C:16]([OH:19])=[CH:15][CH:14]=2)[CH:6]=[CH:7][N:8]=1.[H-].[Na+].Cl[CH2:23][C:24]1[N:25]=[C:26](/[CH:29]=[CH:30]/[C:31]2[CH:36]=[CH:35][C:34]([Cl:37])=[CH:33][CH:32]=2)[O:27][CH:28]=1.O. (4) Given the product [Cl:24][C:25]1[CH:30]=[C:29]([Cl:31])[CH:28]=[CH:27][C:26]=1[S:32]([NH:1][C:2]1[CH:7]=[N:6][CH:5]=[C:4]([C:8]2[S:12][C:11]([C:13]3[CH:14]=[C:15]4[C:19](=[CH:20][CH:21]=3)[C:18](=[O:22])[N:17]([CH3:23])[CH2:16]4)=[CH:10][CH:9]=2)[CH:3]=1)(=[O:34])=[O:33], predict the reactants needed to synthesize it. The reactants are: [NH2:1][C:2]1[CH:3]=[C:4]([C:8]2[S:12][C:11]([C:13]3[CH:14]=[C:15]4[C:19](=[CH:20][CH:21]=3)[C:18](=[O:22])[N:17]([CH3:23])[CH2:16]4)=[CH:10][CH:9]=2)[CH:5]=[N:6][CH:7]=1.[Cl:24][C:25]1[CH:30]=[C:29]([Cl:31])[CH:28]=[CH:27][C:26]=1[S:32](Cl)(=[O:34])=[O:33]. (5) Given the product [C:1]([C:3]1[CH:4]=[C:5]([C:12]([N:14]([CH2:16][C@H:17]([C:21]2[CH:26]=[CH:25][C:24]([F:27])=[CH:23][CH:22]=2)[CH2:18][CH:19]=[O:33])[CH3:15])=[O:13])[C:6]2[CH2:7][CH2:8][CH2:9][C:10]=2[CH:11]=1)#[N:2], predict the reactants needed to synthesize it. The reactants are: [C:1]([C:3]1[CH:4]=[C:5]([C:12]([N:14]([CH2:16][C@H:17]([C:21]2[CH:26]=[CH:25][C:24]([F:27])=[CH:23][CH:22]=2)[CH2:18][CH:19]=C)[CH3:15])=[O:13])[C:6]2[CH2:7][CH2:8][CH2:9][C:10]=2[CH:11]=1)#[N:2].ClC1C=C(C=C(Cl)C=1)C(N(C[C@H](C1C=CC(F)=CC=1)CC=C)C)=[O:33].